Predict the product of the given reaction. From a dataset of Forward reaction prediction with 1.9M reactions from USPTO patents (1976-2016). (1) Given the reactants [N+:1]([C:4]1[CH:9]=[CH:8][C:7]([OH:10])=[CH:6][CH:5]=1)([O-:3])=[O:2].C(N(CC)CC)C.[N+:18]([C:21]1[CH:35]=[CH:34][C:24]([O:25][CH2:26][CH2:27][CH2:28][CH2:29][CH2:30][C:31](Cl)=[O:32])=[CH:23][CH:22]=1)([O-:20])=[O:19], predict the reaction product. The product is: [N+:1]([C:4]1[CH:9]=[CH:8][C:7]([O:10][C:31](=[O:32])[CH2:30][CH2:29][CH2:28][CH2:27][CH2:26][O:25][C:24]2[CH:23]=[CH:22][C:21]([N+:18]([O-:20])=[O:19])=[CH:35][CH:34]=2)=[CH:6][CH:5]=1)([O-:3])=[O:2]. (2) Given the reactants C(OC(=O)[NH:7][CH2:8][C:9]#[C:10][C:11]1[CH:29]=[N:28][C:14]2[NH:15][CH2:16][CH2:17][N:18]([CH2:19][C:20]3[CH:25]=[C:24]([Cl:26])[CH:23]=[CH:22][C:21]=3[Cl:27])[C:13]=2[CH:12]=1)(C)(C)C.FC(F)(F)C(O)=O.[OH-].[Na+], predict the reaction product. The product is: [Cl:27][C:21]1[CH:22]=[CH:23][C:24]([Cl:26])=[CH:25][C:20]=1[CH2:19][N:18]1[CH2:17][CH2:16][NH:15][C:14]2[N:28]=[CH:29][C:11]([C:10]#[C:9][CH2:8][NH2:7])=[CH:12][C:13]1=2. (3) Given the reactants [F:1][C:2]1[CH:10]=[CH:9][C:5]([C:6]([OH:8])=[O:7])=[CH:4][C:3]=1[N+:11]([O-:13])=[O:12].O=S(Cl)Cl.[CH3:18]O, predict the reaction product. The product is: [F:1][C:2]1[CH:10]=[CH:9][C:5]([C:6]([O:8][CH3:18])=[O:7])=[CH:4][C:3]=1[N+:11]([O-:13])=[O:12]. (4) Given the reactants F[C:2](F)(F)[C:3]1[N:4]=[C:5]([CH:8]2[CH2:13][CH2:12][N:11]([C:14]([O:16][C:17]([CH3:20])([CH3:19])[CH3:18])=[O:15])[CH2:10][CH2:9]2)[NH:6][CH:7]=1.[OH-].[NH4+:24], predict the reaction product. The product is: [C:2]([C:3]1[N:4]=[C:5]([CH:8]2[CH2:13][CH2:12][N:11]([C:14]([O:16][C:17]([CH3:20])([CH3:19])[CH3:18])=[O:15])[CH2:10][CH2:9]2)[NH:6][CH:7]=1)#[N:24]. (5) Given the reactants [O:1]=[C:2]1[C:11]2[C:6](=[CH:7][CH:8]=[CH:9][CH:10]=2)[N:5]=[C:4]([C:12]([NH:14][CH2:15][C:16]2[CH:17]=[C:18]([O:22][CH2:23][CH2:24][CH2:25][C:26]([O:28]CC)=[O:27])[CH:19]=[CH:20][CH:21]=2)=[O:13])[NH:3]1.[OH-].[Na+].C1COCC1.CO, predict the reaction product. The product is: [O:1]=[C:2]1[C:11]2[C:6](=[CH:7][CH:8]=[CH:9][CH:10]=2)[N:5]=[C:4]([C:12]([NH:14][CH2:15][C:16]2[CH:17]=[C:18]([O:22][CH2:23][CH2:24][CH2:25][C:26]([OH:28])=[O:27])[CH:19]=[CH:20][CH:21]=2)=[O:13])[NH:3]1.